From a dataset of Full USPTO retrosynthesis dataset with 1.9M reactions from patents (1976-2016). Predict the reactants needed to synthesize the given product. Given the product [F:28][C:23]1[CH:24]=[CH:25][CH:26]=[CH:27][C:22]=1[C:7]1[C:8]2[C:9]3[C:14](=[CH:13][C:12]([CH2:17][OH:18])=[CH:11][CH:10]=3)[NH:15][C:16]=2[C:4]([C:1]([NH2:2])=[O:3])=[CH:5][CH:6]=1, predict the reactants needed to synthesize it. The reactants are: [C:1]([C:4]1[CH:5]=[CH:6][C:7]([C:22]2[CH:27]=[CH:26][CH:25]=[CH:24][C:23]=2[F:28])=[C:8]2[C:16]=1[NH:15][C:14]1[CH:13]=[C:12]([C:17](OCC)=[O:18])[CH:11]=[CH:10][C:9]2=1)(=[O:3])[NH2:2].[H-].[Al+3].[Li+].[H-].[H-].[H-].CO.C(O)(C(F)(F)F)=O.